Dataset: Forward reaction prediction with 1.9M reactions from USPTO patents (1976-2016). Task: Predict the product of the given reaction. (1) The product is: [CH3:23][S:24]([NH:1][CH2:2][C:3]1[CH:4]=[CH:5][C:6]([N+:13]([O-:15])=[O:14])=[C:7]([CH:12]=1)[C:8]([O:10][CH3:11])=[O:9])(=[O:26])=[O:25]. Given the reactants [NH2:1][CH2:2][C:3]1[CH:4]=[CH:5][C:6]([N+:13]([O-:15])=[O:14])=[C:7]([CH:12]=1)[C:8]([O:10][CH3:11])=[O:9].CCN(CC)CC.[CH3:23][S:24](Cl)(=[O:26])=[O:25], predict the reaction product. (2) Given the reactants [CH:1]([C@H:3]1[CH2:7][O:6][C:5]([CH3:9])([CH3:8])[N:4]1[C:10]([O:12][C:13]([CH3:16])([CH3:15])[CH3:14])=[O:11])=[O:2].[CH3:17][Mg]Br, predict the reaction product. The product is: [OH:2][CH:1]([C@H:3]1[CH2:7][O:6][C:5]([CH3:9])([CH3:8])[N:4]1[C:10]([O:12][C:13]([CH3:16])([CH3:15])[CH3:14])=[O:11])[CH3:17]. (3) The product is: [Cl:30][C:24]1[CH:25]=[CH:26][CH:27]=[C:28]([Cl:29])[C:23]=1[C:22]([N:19]1[CH2:20][CH2:21][CH:16]([C:13]2[C:12]3[C:7](=[CH:8][CH:9]=[C:10]([F:32])[CH:11]=3)[CH:6]=[C:5]([CH2:4][C:3]([OH:33])=[O:2])[C:14]=2[CH3:15])[CH2:17][CH2:18]1)=[O:31]. Given the reactants C[O:2][C:3](=[O:33])[CH2:4][C:5]1[C:14]([CH3:15])=[C:13]([CH:16]2[CH2:21][CH2:20][N:19]([C:22](=[O:31])[C:23]3[C:28]([Cl:29])=[CH:27][CH:26]=[CH:25][C:24]=3[Cl:30])[CH2:18][CH2:17]2)[C:12]2[C:7](=[CH:8][CH:9]=[C:10]([F:32])[CH:11]=2)[CH:6]=1.O.[OH-].[Li+], predict the reaction product. (4) Given the reactants [CH3:1][C:2]1[CH2:11][N:10]([CH2:12][CH2:13][CH3:14])[C:9]2[N:8]3[CH2:15][N:16]([OH:18])[CH:17]=[C:7]3[CH:6]=[N:5][C:4]=2[C:3]=1[NH:19][S:20]([CH3:23])(=[O:22])=[O:21].[C:24](=O)([O-])[O-].[Cs+].[Cs+].[CH:30]1(Br)[CH2:32][CH2:31]1, predict the reaction product. The product is: [CH:30]1([CH2:24][O:18][N:16]2[CH:17]=[C:7]3[CH:6]=[N:5][C:4]4[C:3]([NH:19][S:20]([CH3:23])(=[O:22])=[O:21])=[C:2]([CH3:1])[CH2:11][N:10]([CH2:12][CH2:13][CH3:14])[C:9]=4[N:8]3[CH2:15]2)[CH2:32][CH2:31]1. (5) Given the reactants [F:1][C:2]([F:32])([F:31])[O:3][C:4]1[CH:9]=[CH:8][C:7]([N:10]2[CH:14]=[N:13][C:12]([C:15]3[CH:30]=[CH:29][C:18]([CH2:19][CH2:20][NH:21]C(=O)OC(C)(C)C)=[CH:17][CH:16]=3)=[N:11]2)=[CH:6][CH:5]=1.FC(F)(F)C(O)=O, predict the reaction product. The product is: [F:32][C:2]([F:1])([F:31])[O:3][C:4]1[CH:5]=[CH:6][C:7]([N:10]2[CH:14]=[N:13][C:12]([C:15]3[CH:30]=[CH:29][C:18]([CH2:19][CH2:20][NH2:21])=[CH:17][CH:16]=3)=[N:11]2)=[CH:8][CH:9]=1.